Dataset: Peptide-MHC class I binding affinity with 185,985 pairs from IEDB/IMGT. Task: Regression. Given a peptide amino acid sequence and an MHC pseudo amino acid sequence, predict their binding affinity value. This is MHC class I binding data. (1) The peptide sequence is FPNEVGARI. The MHC is HLA-A11:01 with pseudo-sequence HLA-A11:01. The binding affinity (normalized) is 0.0847. (2) The peptide sequence is QSDIAGAIH. The MHC is HLA-B46:01 with pseudo-sequence HLA-B46:01. The binding affinity (normalized) is 0.0847. (3) The MHC is HLA-A11:01 with pseudo-sequence HLA-A11:01. The binding affinity (normalized) is 0.470. The peptide sequence is YYQLCQHLK. (4) The peptide sequence is RAIMATIQR. The MHC is HLA-A68:01 with pseudo-sequence HLA-A68:01. The binding affinity (normalized) is 0.605. (5) The peptide sequence is QEKNMYELQK. The MHC is Mamu-B8301 with pseudo-sequence Mamu-B8301. The binding affinity (normalized) is 0.730.